Task: Predict the reactants needed to synthesize the given product.. Dataset: Full USPTO retrosynthesis dataset with 1.9M reactions from patents (1976-2016) (1) Given the product [Br:5][C:6]1[C:15]([CH2:16][N:26]2[CH:25]=[CH:13][C:8]3[C:9](=[O:18])[CH2:10][CH:22]([OH:23])[C:21]=3[C:28]2=[O:29])=[CH:14][C:13]2[C:8](=[CH:9][CH:10]=[CH:11][CH:12]=2)[N:7]=1, predict the reactants needed to synthesize it. The reactants are: [H-].[Na+].[Li+].[Br-].[Br:5][C:6]1[C:15]([CH2:16]Br)=[CH:14][C:13]2[C:8](=[CH:9][CH:10]=[CH:11][CH:12]=2)[N:7]=1.[OH2:18].CO[CH2:21][CH2:22][O:23]C.[CH3:25][N:26]([CH:28]=[O:29])C. (2) Given the product [C:1]([O:5][C:6](=[O:27])[NH:7][CH2:8][C:9]1[CH:14]=[C:13]([O:15][C:16]2[CH:21]=[CH:20][C:19]([CH3:22])=[C:18]([F:23])[CH:17]=2)[CH:12]=[CH:11][C:10]=1[NH2:24])([CH3:4])([CH3:2])[CH3:3], predict the reactants needed to synthesize it. The reactants are: [C:1]([O:5][C:6](=[O:27])[NH:7][CH2:8][C:9]1[CH:14]=[C:13]([O:15][C:16]2[CH:21]=[CH:20][C:19]([CH3:22])=[C:18]([F:23])[CH:17]=2)[CH:12]=[CH:11][C:10]=1[N+:24]([O-])=O)([CH3:4])([CH3:3])[CH3:2].[Cl-].[NH4+].C(O)C. (3) Given the product [C:24]1([CH2:30][CH2:31][C:32]2[C:33]3[C@@H:34]4[CH2:45][CH2:44][NH:43][CH2:42][CH2:41][C@@H:35]4[NH:36][C:37]=3[CH:38]=[CH:39][CH:40]=2)[CH:29]=[CH:28][CH:27]=[CH:26][CH:25]=1, predict the reactants needed to synthesize it. The reactants are: Cl.Cl.ClC1C=CC(C2C3C4CCNCCC4NC=3C=CC=2)=CC=1.[C:24]1([CH2:30][CH2:31][C:32]2[C:33]3[C:34]4[CH2:45][CH2:44][NH:43][CH2:42][CH2:41][C:35]=4[NH:36][C:37]=3[CH:38]=[CH:39][CH:40]=2)[CH:29]=[CH:28][CH:27]=[CH:26][CH:25]=1. (4) Given the product [NH2:30][C:29]1[C:24]([CH2:23][NH:22][CH:7]([CH:1]2[CH2:6][CH2:5][CH2:4][CH2:3][CH2:2]2)[CH2:8][CH2:9][C:10]([N:12]([CH:16]2[CH2:17][CH2:18][CH2:19][CH2:20][CH2:21]2)[CH2:13][CH2:14][OH:15])=[O:11])=[CH:25][C:26]([O:33][C:34]2[CH:35]=[CH:36][CH:37]=[CH:38][CH:39]=2)=[N:27][CH:28]=1, predict the reactants needed to synthesize it. The reactants are: [CH:1]1([CH:7]([NH:22][CH2:23][C:24]2[C:29]([N+:30]([O-])=O)=[CH:28][N:27]=[C:26]([O:33][C:34]3[CH:39]=[CH:38][CH:37]=[CH:36][CH:35]=3)[CH:25]=2)[CH2:8][CH2:9][C:10]([N:12]([CH:16]2[CH2:21][CH2:20][CH2:19][CH2:18][CH2:17]2)[CH2:13][CH2:14][OH:15])=[O:11])[CH2:6][CH2:5][CH2:4][CH2:3][CH2:2]1.